From a dataset of Full USPTO retrosynthesis dataset with 1.9M reactions from patents (1976-2016). Predict the reactants needed to synthesize the given product. (1) Given the product [O:39]=[C:12]([N:13]1[C:21]2[C:16](=[CH:17][C:18]([O:22][CH2:23][C:24]3[S:25][C:26]([C:35]([F:38])([F:37])[F:36])=[C:27]([C:29]4[CH:34]=[CH:33][CH:32]=[CH:31][CH:30]=4)[CH:28]=3)=[CH:19][CH:20]=2)[CH2:15][CH2:14]1)[CH2:11][N:8]1[CH2:9][CH2:10][CH:6]([C:4]([OH:5])=[O:3])[CH2:7]1, predict the reactants needed to synthesize it. The reactants are: C([O:3][C:4]([CH:6]1[CH2:10][CH2:9][N:8]([CH2:11][C:12](=[O:39])[N:13]2[C:21]3[C:16](=[CH:17][C:18]([O:22][CH2:23][C:24]4[S:25][C:26]([C:35]([F:38])([F:37])[F:36])=[C:27]([C:29]5[CH:34]=[CH:33][CH:32]=[CH:31][CH:30]=5)[CH:28]=4)=[CH:19][CH:20]=3)[CH2:15][CH2:14]2)[CH2:7]1)=[O:5])C.O.Cl. (2) Given the product [Cl:4][C:5]1[CH:10]=[CH:9][CH:8]=[C:7]([F:11])[C:6]=1[C:12]1[N:13]=[C:14]([C:16]2[C:20]([CH3:21])=[CH:19][S:18][CH:17]=2)[N:2]([CH3:1])[N:3]=1, predict the reactants needed to synthesize it. The reactants are: [CH3:1][NH:2][NH2:3].[Cl:4][C:5]1[CH:10]=[CH:9][CH:8]=[C:7]([F:11])[C:6]=1[C:12](SC)=[N:13][C:14]([C:16]1[C:20]([CH3:21])=[CH:19][S:18][CH:17]=1)=O. (3) Given the product [CH2:14]([O:16][CH:17]([O:20][CH2:21][CH3:22])[CH2:18][O:13][C:10]1[CH:9]=[CH:8][C:7]([C:1]2[CH:2]=[CH:3][CH:4]=[CH:5][CH:6]=2)=[CH:12][CH:11]=1)[CH3:15], predict the reactants needed to synthesize it. The reactants are: [C:1]1([C:7]2[CH:12]=[CH:11][C:10]([OH:13])=[CH:9][CH:8]=2)[CH:6]=[CH:5][CH:4]=[CH:3][CH:2]=1.[CH2:14]([O:16][CH:17]([O:20][CH2:21][CH3:22])[CH2:18]Br)[CH3:15].[OH-].[K+].